From a dataset of Reaction yield outcomes from USPTO patents with 853,638 reactions. Predict the reaction yield, written as a fraction of the theoretical maximum amount of product (1.0 means a 100% yield; for example, 0.34 means a 34% yield). The reactants are [Cl:1][C:2]1[C:3](Cl)=[C:4]2[N:10]=[C:9]([C:11]3[CH:16]=[CH:15][C:14]([O:17][CH2:18][CH2:19][N:20]4[CH2:25][CH2:24][O:23][CH2:22][CH2:21]4)=[CH:13][CH:12]=3)[NH:8][C:5]2=[N:6][CH:7]=1.[CH2:27]([C:29]1[CH:30]=[C:31]([CH:33]=[CH:34][CH:35]=1)[NH2:32])[CH3:28]. No catalyst specified. The product is [Cl:1][C:2]1[C:3]([NH:32][C:31]2[CH:33]=[CH:34][CH:35]=[C:29]([CH2:27][CH3:28])[CH:30]=2)=[C:4]2[NH:10][C:9]([C:11]3[CH:12]=[CH:13][C:14]([O:17][CH2:18][CH2:19][N:20]4[CH2:21][CH2:22][O:23][CH2:24][CH2:25]4)=[CH:15][CH:16]=3)=[N:8][C:5]2=[N:6][CH:7]=1. The yield is 0.490.